This data is from Forward reaction prediction with 1.9M reactions from USPTO patents (1976-2016). The task is: Predict the product of the given reaction. (1) The product is: [CH2:16]([O:18][C:19]1[CH:20]=[C:21]([CH:24]=[CH:25][C:26]=1[O:27][CH3:28])[CH2:22][N:13]1[CH2:14][CH2:15][CH:10]([NH:9][C:6]2[N:5]=[CH:4][C:3]([CH2:1][CH3:2])=[CH:8][N:7]=2)[CH2:11][CH2:12]1)[CH3:17]. Given the reactants [CH2:1]([C:3]1[CH:4]=[N:5][C:6]([NH:9][CH:10]2[CH2:15][CH2:14][NH:13][CH2:12][CH2:11]2)=[N:7][CH:8]=1)[CH3:2].[CH2:16]([O:18][C:19]1[CH:20]=[C:21]([CH:24]=[CH:25][C:26]=1[O:27][CH3:28])[CH:22]=O)[CH3:17].C(O)(=O)C.C([BH3-])#N.[Na+], predict the reaction product. (2) Given the reactants [Br:1][C:2]1[CH:3]=[CH:4][C:5]([CH3:9])=[C:6]([CH:8]=1)[NH2:7].[CH2:10]([CH2:14][C:15](=O)[CH3:16])[C:11]([CH3:13])=O, predict the reaction product. The product is: [Br:1][C:2]1[CH:3]=[CH:4][C:5]([CH3:9])=[C:6]([N:7]2[C:15]([CH3:16])=[CH:14][CH:10]=[C:11]2[CH3:13])[CH:8]=1. (3) Given the reactants [CH:1]1([S:4]([N:7]2[CH:11]=[C:10](B3OC(C)(C)C(C)(C)O3)[CH:9]=[N:8]2)(=[O:6])=[O:5])[CH2:3][CH2:2]1.Br[C:22]1[N:27]=[C:26]([NH2:28])[CH:25]=[CH:24][N:23]=1.C(=O)([O-])[O-].[Na+].[Na+].O.C(#N)C, predict the reaction product. The product is: [CH:1]1([S:4]([N:7]2[CH:11]=[C:10]([C:22]3[N:27]=[C:26]([NH2:28])[CH:25]=[CH:24][N:23]=3)[CH:9]=[N:8]2)(=[O:5])=[O:6])[CH2:2][CH2:3]1. (4) Given the reactants Cl.[CH:2]1([CH2:5][O:6][C:7]2[CH:12]=[CH:11][C:10]([F:13])=[CH:9][C:8]=2[C:14]2[CH:19]=[CH:18][N:17]=[C:16]3[C:20]([C:24]([NH:26][CH:27]4[CH2:32][CH2:31][NH:30][CH2:29][CH2:28]4)=[O:25])=[C:21]([CH3:23])[NH:22][C:15]=23)[CH2:4][CH2:3]1.C([O:36][C@@H:37]([CH3:41])[C:38](Cl)=[O:39])(=O)C, predict the reaction product. The product is: [CH:2]1([CH2:5][O:6][C:7]2[CH:12]=[CH:11][C:10]([F:13])=[CH:9][C:8]=2[C:14]2[CH:19]=[CH:18][N:17]=[C:16]3[C:20]([C:24]([NH:26][CH:27]4[CH2:28][CH2:29][N:30]([C:38](=[O:39])[C@@H:37]([OH:36])[CH3:41])[CH2:31][CH2:32]4)=[O:25])=[C:21]([CH3:23])[NH:22][C:15]=23)[CH2:4][CH2:3]1. (5) Given the reactants Cl[C:2]1[CH:3]=[CH:4][C:5]2[N:6]=[CH:7][N:8]=[C:9]([O:12][CH:13]3[CH2:18][CH2:17][N:16]([C:19]([O:21][C:22]([CH3:25])([CH3:24])[CH3:23])=[O:20])[CH2:15][CH2:14]3)[C:10]=2[N:11]=1.CC1(C)C(C)(C)OB([C:34]2[CH:35]=[C:36]([NH:40][S:41]([C:44]3[CH:49]=[CH:48][CH:47]=[CH:46][CH:45]=3)(=[O:43])=[O:42])[CH:37]=[N:38][CH:39]=2)O1.C(=O)(O)[O-].[Na+], predict the reaction product. The product is: [C:44]1([S:41]([NH:40][C:36]2[CH:35]=[C:34]([C:2]3[CH:3]=[CH:4][C:5]4[N:6]=[CH:7][N:8]=[C:9]([O:12][CH:13]5[CH2:18][CH2:17][N:16]([C:19]([O:21][C:22]([CH3:25])([CH3:24])[CH3:23])=[O:20])[CH2:15][CH2:14]5)[C:10]=4[N:11]=3)[CH:39]=[N:38][CH:37]=2)(=[O:43])=[O:42])[CH:49]=[CH:48][CH:47]=[CH:46][CH:45]=1. (6) Given the reactants COC(=O)C1C=CC(C#C[C:12]2[CH:13]=[C:14]([CH:26]3[CH2:28]C3)[C:15]3O[C:19]4(CC4)[CH2:18][C:17]([CH3:24])([CH3:23])[C:16]=3[CH:25]=2)=CC=1F.[CH3:31][O:32][C:33](=[O:42])[CH2:34][C:35]1[CH:40]=[CH:39][C:38](I)=[CH:37][CH:36]=1.C([N:45]([CH2:48][CH3:49])CC)C.O1CCC[CH2:51]1, predict the reaction product. The product is: [CH3:31][O:32][C:33](=[O:42])[CH2:34][C:35]1[CH:40]=[CH:39][C:38]([C:28]#[C:26][C:14]2[CH:15]=[C:16]3[C:25](=[CH:12][CH:13]=2)[N:45]([CH:48]2[CH2:49][CH2:51]2)[CH2:19][CH2:18][C:17]3([CH3:23])[CH3:24])=[CH:37][CH:36]=1.